Predict the reactants needed to synthesize the given product. From a dataset of Full USPTO retrosynthesis dataset with 1.9M reactions from patents (1976-2016). (1) Given the product [C:13]1([NH:12][C:2]2[CH:7]=[CH:6][CH:5]=[CH:4][C:3]=2[CH2:8][C:9]([OH:11])=[O:10])[CH:18]=[CH:17][CH:16]=[CH:15][CH:14]=1, predict the reactants needed to synthesize it. The reactants are: Br[C:2]1[CH:7]=[CH:6][CH:5]=[CH:4][C:3]=1[CH2:8][C:9]([OH:11])=[O:10].[NH2:12][C:13]1[CH:18]=[CH:17][CH:16]=[CH:15][CH:14]=1.C(=O)([O-])[O-].[K+].[K+]. (2) Given the product [F:2][C:3]1([F:8])[CH2:7][CH2:6][N:5]([CH2:17][CH2:16][NH:15][C:14](=[O:19])[O:13][C:9]([CH3:12])([CH3:11])[CH3:10])[CH2:4]1, predict the reactants needed to synthesize it. The reactants are: Cl.[F:2][C:3]1([F:8])[CH2:7][CH2:6][NH:5][CH2:4]1.[C:9]([O:13][C:14](=[O:19])[NH:15][CH2:16][CH2:17]Br)([CH3:12])([CH3:11])[CH3:10].C(N(CC)C(C)C)(C)C. (3) Given the product [Cl:1][C:2]1[N:7]=[C:6]([N:8]2[CH2:12][C@H:11]([CH3:13])[C@@:10]([CH:16]3[CH2:17][CH2:18]3)([C:14]#[N:15])[C:9]2=[O:19])[CH:5]=[CH:4][N:3]=1, predict the reactants needed to synthesize it. The reactants are: [Cl:1][C:2]1[N:7]=[C:6]([N:8]2[CH2:12][CH:11]([CH3:13])[C:10]([CH:16]3[CH2:18][CH2:17]3)([C:14]#[N:15])[C:9]2=[O:19])[CH:5]=[CH:4][N:3]=1. (4) The reactants are: [F:1][C:2]1[CH:7]=[C:6]([F:8])[CH:5]=[CH:4][C:3]=1[CH2:9][CH2:10][C:11]1[CH:16]=[CH:15][C:14]([S:17]([C:20]2[CH:25]=[CH:24][CH:23]=[CH:22][C:21]=2F)(=[O:19])=[O:18])=[CH:13][CH:12]=1.C(=O)([O-])[O-].[K+].[K+].[NH:33]1[CH:37]=[CH:36][N:35]=[CH:34]1. Given the product [F:1][C:2]1[CH:7]=[C:6]([F:8])[CH:5]=[CH:4][C:3]=1[CH2:9][CH2:10][C:11]1[CH:16]=[CH:15][C:14]([S:17]([C:20]2[CH:25]=[CH:24][CH:23]=[CH:22][C:21]=2[N:33]2[CH:37]=[CH:36][N:35]=[CH:34]2)(=[O:18])=[O:19])=[CH:13][CH:12]=1, predict the reactants needed to synthesize it. (5) Given the product [CH2:1]([O:8][C:9]1[CH:10]=[CH:11][CH:12]=[C:13]2[C:18]=1[N:17]=[C:16]([CH3:19])[CH:15]=[C:14]2[OH:22])[C:2]1[CH:7]=[CH:6][CH:5]=[CH:4][CH:3]=1, predict the reactants needed to synthesize it. The reactants are: [CH2:1]([O:8][C:9]1[CH:10]=[CH:11][CH:12]=[C:13]2[C:18]=1[N:17]=[C:16]([CH3:19])[CH:15]=[C:14]2Cl)[C:2]1[CH:7]=[CH:6][CH:5]=[CH:4][CH:3]=1.C(=O)([O-])[O-:22].[K+].[K+].O.[OH-].[Na+].